Dataset: CYP2D6 inhibition data for predicting drug metabolism from PubChem BioAssay. Task: Regression/Classification. Given a drug SMILES string, predict its absorption, distribution, metabolism, or excretion properties. Task type varies by dataset: regression for continuous measurements (e.g., permeability, clearance, half-life) or binary classification for categorical outcomes (e.g., BBB penetration, CYP inhibition). Dataset: cyp2d6_veith. (1) The compound is Cc1cc(=O)c2ccccc2[nH]1. The result is 0 (non-inhibitor). (2) The drug is O=C1c2c(O)ccc(O)c2C(=O)c2c(NCCNCCO)ccc(NCCNCCO)c21. The result is 0 (non-inhibitor). (3) The drug is COc1ccc(CNc2ncncc2-c2ccc3c(c2)OCO3)c(OC)c1. The result is 1 (inhibitor). (4) The compound is CO[C@H]1OC[C@@]2(C)[C@@H]3C4=C(CN2C(=O)OC(C)(C)C)[C@H](C)[C@H](CO)[C@H](CO)[C@H]4CC[C@H]13. The result is 0 (non-inhibitor). (5) The molecule is Cc1cnc(CNc2cc(-c3ccoc3)ncn2)cn1. The result is 0 (non-inhibitor). (6) The compound is CN(C)Cc1cc(O)c(O)c(CN(C)C)c1. The result is 0 (non-inhibitor). (7) The result is 1 (inhibitor). The drug is Cc1ccc2nc(N/N=C\c3cccc(C)n3)cc(C)c2c1. (8) The molecule is N[C@@H](CC(=O)O)C(=O)O. The result is 0 (non-inhibitor). (9) The drug is C=CCSc1nc(C)cc(/C=C\c2ccccc2)c1C#N. The result is 1 (inhibitor). (10) The molecule is CC(C)OCCCN1C(=O)c2ccccc2C1C(=O)NC1CCCCC1. The result is 0 (non-inhibitor).